From a dataset of Full USPTO retrosynthesis dataset with 1.9M reactions from patents (1976-2016). Predict the reactants needed to synthesize the given product. (1) Given the product [CH2:9]([O:8][C:6]([C:5]1[C:4]([Cl:28])=[C:17]2[CH:16]=[N:15][N:14]([CH2:18][C:19]3[CH:20]=[CH:21][CH:22]=[CH:23][CH:24]=3)[C:13]2=[N:12][CH:11]=1)=[O:7])[CH3:10], predict the reactants needed to synthesize it. The reactants are: C(O[C:4](=O)[C:5](=[CH:11][NH:12][C:13]1[N:14]([CH2:18][C:19]2[CH:24]=[CH:23][CH:22]=[CH:21][CH:20]=2)[N:15]=[CH:16][CH:17]=1)[C:6]([O:8][CH2:9][CH3:10])=[O:7])C.O=P(Cl)(Cl)[Cl:28]. (2) Given the product [C:47]([OH:46])(=[O:36])[CH2:5][CH2:4][CH2:3][CH2:2][C:1]([OH:7])=[O:6], predict the reactants needed to synthesize it. The reactants are: [C:1]([OH:7])(=[O:6])[CH:2]=[CH:3][CH2:4][CH3:5].C(P(CC1C=CC=CC=1CP(C(C)(C)C)C(C)(C)C)C(C)(C)C)(C)(C)C.CS(O)(=O)=[O:36].COCCOCC[O:46][CH3:47]. (3) Given the product [CH3:1][O:2][CH2:3][N:4]1[C:12]2[C:7](=[CH:8][CH:9]=[CH:10][C:11]=2[N:13]([CH2:22][O:23][CH3:24])[S:14]([C:17]2[S:18][CH:19]=[CH:20][CH:21]=2)(=[O:16])=[O:15])[CH:6]=[C:5]1[C:25]([OH:27])=[O:26], predict the reactants needed to synthesize it. The reactants are: [CH3:1][O:2][CH2:3][N:4]1[C:12]2[C:7](=[CH:8][CH:9]=[CH:10][C:11]=2[N:13]([CH2:22][O:23][CH3:24])[S:14]([C:17]2[S:18][CH:19]=[CH:20][CH:21]=2)(=[O:16])=[O:15])[CH:6]=[C:5]1[C:25]([O:27]CC)=[O:26].[OH-].[Na+].O1CCCC1.